From a dataset of Reaction yield outcomes from USPTO patents with 853,638 reactions. Predict the reaction yield, written as a fraction of the theoretical maximum amount of product (1.0 means a 100% yield; for example, 0.34 means a 34% yield). (1) The reactants are Cl[C:2]([O:4]CC)=[O:3].[CH3:7][O:8][C:9]1[CH:10]=[CH:11][C:12]2[CH:13]([CH3:21])[CH:14]3[CH2:18][NH:17][CH2:16][CH:15]3[C:19]=2[CH:20]=1. The catalyst is C1COCC1.O. The product is [CH2:16]([NH:17][C:2](=[O:3])[O-:4])[CH3:15].[CH3:7][O:8][C:9]1[CH:10]=[CH:11][C:12]2[CH:13]([CH3:21])[CH:14]3[CH2:18][NH:17][CH2:16][CH:15]3[C:19]=2[CH:20]=1. The yield is 0.350. (2) The reactants are O.[C:2]1([CH3:12])[CH:7]=[CH:6][C:5]([S:8]([OH:11])(=[O:10])=[O:9])=[CH:4][CH:3]=1. The product is [C:2]1([CH3:12])[CH:3]=[CH:4][C:5]([S:8]([OH:11])(=[O:9])=[O:10])=[CH:6][CH:7]=1. The catalyst is C1(C)C=CC=CC=1. The yield is 0.750. (3) The reactants are C[O:2][C:3]([C:5]1[NH:6][C:7]2[C:12]([CH:13]=1)=[CH:11][C:10]([CH2:14][O:15]C(=O)C)=[CH:9][C:8]=2[N+:19]([O-:21])=[O:20])=[O:4].O.[OH-].[Li+]. The catalyst is O1CCCC1.CO.O. The product is [OH:15][CH2:14][C:10]1[CH:11]=[C:12]2[C:7](=[C:8]([N+:19]([O-:21])=[O:20])[CH:9]=1)[NH:6][C:5]([C:3]([OH:4])=[O:2])=[CH:13]2. The yield is 0.810. (4) The reactants are [NH2:1][CH2:2][CH2:3][CH2:4][OH:5].C(N(CC)CC)C.[C:13]([O:17][C:18](O[C:18]([O:17][C:13]([CH3:16])([CH3:15])[CH3:14])=[O:19])=[O:19])([CH3:16])([CH3:15])[CH3:14]. The catalyst is CO. The product is [C:13]([O:17][C:18]([NH:1][CH2:2][CH2:3][CH2:4][OH:5])=[O:19])([CH3:16])([CH3:15])[CH3:14]. The yield is 0.800. (5) The reactants are [N:1]1[C:10]2[C:5](=[CH:6][CH:7]=[CH:8][C:9]=2[S:11]([NH:14][C:15]2[CH:25]=[CH:24][C:18]([C:19]([O:21]CC)=[O:20])=[CH:17][CH:16]=2)(=[O:13])=[O:12])[CH:4]=[CH:3][CH:2]=1.[Li+].[OH-]. The catalyst is C1COCC1.O. The product is [N:1]1[C:10]2[C:5](=[CH:6][CH:7]=[CH:8][C:9]=2[S:11]([NH:14][C:15]2[CH:25]=[CH:24][C:18]([C:19]([OH:21])=[O:20])=[CH:17][CH:16]=2)(=[O:13])=[O:12])[CH:4]=[CH:3][CH:2]=1. The yield is 0.958. (6) The reactants are Br[C:2]1[CH:7]=[CH:6][C:5]([Cl:8])=[CH:4][C:3]=1[CH2:9][F:10].C([Li])CCC.CN([CH:19]=[O:20])C.[Cl-].[NH4+]. The catalyst is C1COCC1.C(OCC)C. The product is [Cl:8][C:5]1[CH:6]=[CH:7][C:2]([CH:19]=[O:20])=[C:3]([CH2:9][F:10])[CH:4]=1. The yield is 0.390. (7) The reactants are [CH3:1][N:2]1[CH:6]=[C:5]([N+:7]([O-:9])=[O:8])[CH:4]=[N:3]1.[CH:10](=[O:15])[CH2:11][CH2:12][CH:13]=[CH2:14].[Li+].C[Si]([N-][Si](C)(C)C)(C)C. The catalyst is C1COCC1. The product is [CH3:1][N:2]1[C:6]([CH:10]([OH:15])[CH2:11][CH2:12][CH:13]=[CH2:14])=[C:5]([N+:7]([O-:9])=[O:8])[CH:4]=[N:3]1. The yield is 0.360. (8) The reactants are [H-].[Na+].[CH3:3][N:4]1[CH:8]=[N:7][C:6]([C:9]([O-:11])=[O:10])=[N:5]1.[CH3:12][Si:13]([CH2:16][CH2:17][O:18]CCl)([CH3:15])[CH3:14].[CH3:21]N(C=O)C. No catalyst specified. The product is [CH3:21][O:10][C:9]([C:6]1[N:7]=[CH:8][N:4]([CH2:3][O:18][CH2:17][CH2:16][Si:13]([CH3:15])([CH3:14])[CH3:12])[N:5]=1)=[O:11]. The yield is 0.410. (9) The reactants are [Br:1][C:2]1[CH:6]=[C:5](I)[S:4][C:3]=1[C:8]1[N:12]=[CH:11][N:10]([CH2:13][O:14][CH2:15][CH2:16][Si:17]([CH3:20])([CH3:19])[CH3:18])[N:9]=1.[N:21]1[CH:26]=[CH:25][C:24](B(O)O)=[CH:23][CH:22]=1.C(=O)([O-])[O-].[Cs+].[Cs+].O1CCOCC1. The catalyst is C1C=CC(P(C2C=CC=CC=2)[C-]2C=CC=C2)=CC=1.C1C=CC(P(C2C=CC=CC=2)[C-]2C=CC=C2)=CC=1.Cl[Pd]Cl.[Fe+2].CCOC(C)=O.O. The product is [Br:1][C:2]1[CH:6]=[C:5]([C:24]2[CH:25]=[CH:26][N:21]=[CH:22][CH:23]=2)[S:4][C:3]=1[C:8]1[N:12]=[CH:11][N:10]([CH2:13][O:14][CH2:15][CH2:16][Si:17]([CH3:20])([CH3:19])[CH3:18])[N:9]=1. The yield is 0.746.